This data is from Drug-target binding data from BindingDB using Ki measurements. The task is: Regression. Given a target protein amino acid sequence and a drug SMILES string, predict the binding affinity score between them. We predict pKi (pKi = -log10(Ki in M); higher means stronger inhibition). Dataset: bindingdb_ki. (1) The compound is CC(N)Cc1ccccc1. The target is MLLARMKPQVQPELGGADQ. The pKi is 7.2. (2) The pKi is 5.3. The small molecule is O=[N+]([O-])c1ccc2ccn([C@H]3C[C@H](O)[C@@H](COP(=O)(O)OP(=O)(O)OP(=O)(O)O)O3)c2c1. The target protein sequence is MITVNEKEHILEQKYRPSTIDECILPAFDKETFKSITSKGKIPHIILHSPSPGTGKTTVAKALCHDVNADMMFVNGSDCKIDFVRGPLTNFASAASFDGRQKVIVIDEFDRSGLAESQRHLRSFMEAYSSNCSIIITANNIDGIIKPLQSRCRVITFGQPTDEDKIEMMKQMIRLLTEICKHEGIAIADMKVVAALVKKNFPDFRKTIGELDSYSSKGVLDAGILSLVTNDRGAIDDVLESLKNKDVKQLRALAPKYAADYSWFVGKLAEEIYSRVTPQSIIRMYEIVGENNQYHGIAANTELHLAYLFIQLACEMQWKMSLFKDDIQLNEHQVAWYSKDWTAVQSAADSFKEKAENEFFEIIGAINNKTKCSIAQKDYSKFMVENALSQFPECMPAVYAMNLIGSGLSDEAHFNYLMAAVPRGKRYGKWAKLVEDSTEVLIIKLLAKRYQVNTNDAINYKSILTKNGKLPLVLKELKGLVTDDFLKEVTKNVKEQKQLK.... (3) The target protein (C0HJB3) has sequence MKYNTGAGTVPEQLNVHLVPHSHDDVGWLKTVDQYYVGSENYIQEACVENVLDSVVMSLQRDPNRKFVFGEMAFFHRWWLEQTPETKELKLVKAGQLEFVNGGWCMHDEATTHYIDMIDHTTLGHRFLQEQFNKIPRAGWQIDPFGHSAVQGYLLGAELGFDSVHFARIDYQDREKRKGEKSLEVVWRGSKTFGSSAQIFANAFPGHYGPPNGFNFEVRNNFVPLQDDPRLFDTNVEERVQNFLDAALTQAKLTRTNHLMWTMGDDFQYQYAESWFKQMDKLLHHVNKDGRVNALYSTPSLYTEAKNAANQTWPLKIDDYFPYADGRNAYWTGFYTSRMLSGYYLATRHSGFFAGKKSTKYHAFDLADALGIAQHHDAVSGTAKQHTTNDYAKRLALGASKAEAVVSSSLACLTSKQSADQCSAPASAFSQCHLFNISYCPPTESSLPDDKSLVVVVYNPLGWSRNEIVRIPVNDANLVVKDSSGNKLEVQYVEMDDVTA.... The small molecule is O=C1CC[C@]2(CO)[C@@H](O)[C@H](O)[C@@H](O)CN12. The pKi is 7.5.